From a dataset of hERG Central: cardiac toxicity at 1µM, 10µM, and general inhibition. Predict hERG channel inhibition at various concentrations. (1) The molecule is COc1cc(CN2CCC(CCC(=O)NC3CC3)CC2)cc(Cl)c1OC. Results: hERG_inhib (hERG inhibition (general)): blocker. (2) The drug is Cc1ccccc1C(=O)NC(C(N)=O)P(=O)(OC(C)C)OC(C)C. Results: hERG_inhib (hERG inhibition (general)): blocker. (3) The compound is CCOc1cccc(CN2CCC(CCC(=O)NC3CC3)CC2)c1O. Results: hERG_inhib (hERG inhibition (general)): blocker. (4) The drug is COc1ccc2[nH]c(=O)c(CN(Cc3cccnc3)C(=O)Nc3ccccc3)cc2c1. Results: hERG_inhib (hERG inhibition (general)): blocker.